This data is from Forward reaction prediction with 1.9M reactions from USPTO patents (1976-2016). The task is: Predict the product of the given reaction. (1) Given the reactants [Cl:1][C:2]1[CH:3]=[C:4]([CH:34]=[CH:35][CH:36]=1)[O:5][C@H:6]1[C@H:14]([CH3:15])[O:13][C:12](=[O:16])[C@@H:11]([NH:17][C:18](=[O:28])[C:19]2[C:24]([OH:25])=[C:23]([O:26][CH3:27])[CH:22]=[CH:21][N:20]=2)[CH2:10][O:9][CH2:8][C@@H:7]1[O:29][CH2:30][CH:31]([CH3:33])[CH3:32].C([O-])([O-])=O.[Na+].[Na+].[Na+].[I-].[CH2:45]([O:47][CH2:48][C:49]([O:51][CH2:52]Cl)=[O:50])[CH3:46], predict the reaction product. The product is: [CH2:45]([O:47][CH2:48][C:49]([O:51][CH2:52][O:25][C:24]1[C:19]([C:18](=[O:28])[NH:17][C@H:11]2[CH2:10][O:9][CH2:8][C@H:7]([O:29][CH2:30][CH:31]([CH3:32])[CH3:33])[C@@H:6]([O:5][C:4]3[CH:34]=[CH:35][CH:36]=[C:2]([Cl:1])[CH:3]=3)[C@H:14]([CH3:15])[O:13][C:12]2=[O:16])=[N:20][CH:21]=[CH:22][C:23]=1[O:26][CH3:27])=[O:50])[CH3:46]. (2) Given the reactants [CH2:1]([O:8][C:9]([N:11]1[CH2:16][CH2:15][CH2:14][C@@H:13]([CH2:17][OH:18])[CH2:12]1)=[O:10])[C:2]1[CH:7]=[CH:6][CH:5]=[CH:4][CH:3]=1.CC(OI1(OC(C)=O)(OC(C)=O)OC(=O)C2C=CC=CC1=2)=O, predict the reaction product. The product is: [CH2:1]([O:8][C:9]([N:11]1[CH2:16][CH2:15][CH2:14][CH:13]([CH:17]=[O:18])[CH2:12]1)=[O:10])[C:2]1[CH:7]=[CH:6][CH:5]=[CH:4][CH:3]=1. (3) Given the reactants Cl[C:2]1[C:3]2[C:4](=[CH:15][N:16](CC3C=CC(OC)=CC=3)[N:17]=2)[N:5]=[C:6]([CH:8]2[CH2:13][CH2:12][N:11]([CH3:14])[CH2:10][CH2:9]2)[N:7]=1.[NH2:27][C:28]1[CH:29]=[C:30]([OH:34])[CH:31]=[CH:32][CH:33]=1.Cl, predict the reaction product. The product is: [CH3:14][N:11]1[CH2:10][CH2:9][CH:8]([C:6]2[N:7]=[C:2]([NH:27][C:28]3[CH:29]=[C:30]([OH:34])[CH:31]=[CH:32][CH:33]=3)[C:3]3[NH:17][N:16]=[CH:15][C:4]=3[N:5]=2)[CH2:13][CH2:12]1. (4) Given the reactants [S:1]1[C:5]2[CH:6]=[CH:7][CH:8]=[CH:9][C:4]=2[NH:3][CH2:2]1.NC1C=CC=CC=1S.C=O.[C:20]([C:22]1[CH:23]=[C:24]([CH:28]=[C:29]([CH:33]2[CH2:35][CH2:34]2)[C:30]=1[O:31][CH3:32])[C:25](Cl)=[O:26])#[N:21], predict the reaction product. The product is: [C:20]([C:22]1[CH:23]=[C:24]([CH:28]=[C:29]([CH:33]2[CH2:35][CH2:34]2)[C:30]=1[O:31][CH3:32])[C:25]([N:3]1[C:4]2[CH:9]=[CH:8][CH:7]=[CH:6][C:5]=2[S:1][CH2:2]1)=[O:26])#[N:21]. (5) Given the reactants Cl[CH2:2][C:3]1[N:4]=[C:5]([S:8][CH2:9][CH2:10][C:11]([F:15])=[C:12]([F:14])[F:13])[O:6][CH:7]=1.[C-:16]#[N:17].[K+].C1OCCOCCOCCOCCOCCOC1.[I-].[Na+], predict the reaction product. The product is: [C:16]([CH2:2][C:3]1[N:4]=[C:5]([S:8][CH2:9][CH2:10][C:11]([F:15])=[C:12]([F:14])[F:13])[O:6][CH:7]=1)#[N:17]. (6) Given the reactants [C:1]([C:3]1[CH:12]=[CH:11][C:6]([C:7]([O:9][CH3:10])=[O:8])=[C:5]([CH3:13])[CH:4]=1)#[N:2].C1C(=O)N([Br:21])C(=O)C1.CC(N=NC(C#N)(C)C)(C#N)C.CCOC(C)=O, predict the reaction product. The product is: [Br:21][CH2:13][C:5]1[CH:4]=[C:3]([C:1]#[N:2])[CH:12]=[CH:11][C:6]=1[C:7]([O:9][CH3:10])=[O:8].